Dataset: Reaction yield outcomes from USPTO patents with 853,638 reactions. Task: Predict the reaction yield, written as a fraction of the theoretical maximum amount of product (1.0 means a 100% yield; for example, 0.34 means a 34% yield). (1) The reactants are C(N([P:8]([N:12]([CH:16]([CH3:18])[CH3:17])[CH:13]([CH3:15])[CH3:14])(Cl)([O-:10])[O-:9])C(C)C)(C)C.[C:19]([NH:22][C:23]1[CH:59]=[CH:58][N:26]([C@@H:27]2[O:57][C@H:31]([CH2:32][O:33][C:34]([C:51]3[CH:56]=[CH:55][CH:54]=[CH:53][CH:52]=3)([C:43]3[CH:48]=[CH:47][C:46]([O:49][CH3:50])=[CH:45][CH:44]=3)[C:35]3[CH:40]=[CH:39][C:38]([O:41][CH3:42])=[CH:37][CH:36]=3)[C@@H:29]([OH:30])[CH2:28]2)[C:25](=[O:60])[N:24]=1)(=[O:21])[CH3:20].C(N(C(C)C)C(C)C)C.[C:70]([O:73][C@@H:74]1[C@@H:86]([O:87][C:88](=[O:90])[CH3:89])[C@H:85]([O:91][C:92](=[O:94])[CH3:93])[C@@H:84]([CH2:95][O:96][C:97](=[O:99])[CH3:98])[O:83][C@H:75]1[O:76][CH2:77][CH2:78][O:79][CH2:80][CH2:81]O)(=[O:72])[CH3:71].N1C=NN=N1. The catalyst is ClCCl. The product is [C:19]([NH:22][C:23]1[CH:59]=[CH:58][N:26]([C@@H:27]2[O:57][C@H:31]([CH2:32][O:33][C:34]([C:51]3[CH:56]=[CH:55][CH:54]=[CH:53][CH:52]=3)([C:43]3[CH:48]=[CH:47][C:46]([O:49][CH3:50])=[CH:45][CH:44]=3)[C:35]3[CH:36]=[CH:37][C:38]([O:41][CH3:42])=[CH:39][CH:40]=3)[C@@H:29]([O:30][P:8]([N:12]([CH:13]([CH3:14])[CH3:15])[CH:16]([CH3:17])[CH3:18])([O:9][CH2:81][CH2:80][O:79][CH2:78][CH2:77][O:76][C@@H:75]3[O:83][C@H:84]([CH2:95][O:96][C:97](=[O:99])[CH3:98])[C@@H:85]([O:91][C:92](=[O:94])[CH3:93])[C@H:86]([O:87][C:88](=[O:90])[CH3:89])[C@H:74]3[O:73][C:70](=[O:72])[CH3:71])=[O:10])[CH2:28]2)[C:25](=[O:60])[N:24]=1)(=[O:21])[CH3:20]. The yield is 0.733. (2) The reactants are Cl[C:2]1[N:7]=[C:6]([C:8]2[S:12][C:11]([CH:13]([CH3:15])[CH3:14])=[N:10][C:9]=2[C:16]2[CH:17]=[CH:18][C:19]([F:34])=[C:20]([NH:22][S:23]([C:26]3[C:31]([F:32])=[CH:30][CH:29]=[CH:28][C:27]=3[F:33])(=[O:25])=[O:24])[CH:21]=2)[CH:5]=[CH:4][N:3]=1.[CH2:35]([O:37][CH2:38][CH2:39][NH2:40])[CH3:36]. No catalyst specified. The product is [CH2:35]([O:37][CH2:38][CH2:39][NH:40][C:2]1[N:7]=[C:6]([C:8]2[S:12][C:11]([CH:13]([CH3:14])[CH3:15])=[N:10][C:9]=2[C:16]2[CH:17]=[CH:18][C:19]([F:34])=[C:20]([NH:22][S:23]([C:26]3[C:31]([F:32])=[CH:30][CH:29]=[CH:28][C:27]=3[F:33])(=[O:24])=[O:25])[CH:21]=2)[CH:5]=[CH:4][N:3]=1)[CH3:36]. The yield is 0.360. (3) The reactants are Cl.[N:2]1(N=C2CCCC(O)=C2)[C:11]2[C:6](=[CH:7][CH:8]=[CH:9][CH:10]=2)[CH2:5][CH2:4][CH2:3]1.Cl.[CH3:21][C:22]([OH:24])=O. No catalyst specified. The product is [CH:9]1[CH:8]=[CH:7][C:6]2[CH2:5][CH2:4][CH2:3][N:2]3[C:11]=2[C:10]=1[C:3]1[C:22](=[O:24])[CH2:21][CH2:6][CH2:5][C:4]=13. The yield is 0.330.